Dataset: Reaction yield outcomes from USPTO patents with 853,638 reactions. Task: Predict the reaction yield, written as a fraction of the theoretical maximum amount of product (1.0 means a 100% yield; for example, 0.34 means a 34% yield). (1) The reactants are [NH2:1][C@@H:2]([CH:86]([CH3:88])[CH3:87])[C:3]([NH:5][C@@H:6]([CH2:79][CH2:80][CH2:81][NH:82][C:83]([NH2:85])=[O:84])[C:7]([NH:9][C:10]1[CH:78]=[CH:77][C:13]([CH2:14][O:15][C:16]([N:18]([CH3:76])[CH2:19][CH2:20][N:21]([CH3:75])[C:22]([O:24][C:25]2[CH:33]=[C:32]3[C:28]([C@H:29]([CH2:69][Cl:70])[CH2:30][N:31]3[C:34](=[O:68])[CH2:35][CH2:36][CH2:37][C:38]([N:40]3[C:48]4[C:43](=[C:44]5[C:64]([CH3:65])=[CH:63][S:62][C:45]5=[C:46]([O:49][C@@H:50]5[O:55][C@H:54]([C:56]([OH:58])=[O:57])[C@@H:53]([OH:59])[C@H:52]([OH:60])[C@H:51]5[OH:61])[CH:47]=4)[C@H:42]([CH2:66][Cl:67])[CH2:41]3)=[O:39])=[C:27]3[C:71]([CH3:74])=[CH:72][S:73][C:26]=23)=[O:23])=[O:17])=[CH:12][CH:11]=1)=[O:8])=[O:4].[O:89]=[C:90]1[CH:94]=[CH:93][C:92](=[O:95])[N:91]1[CH2:96][CH2:97][O:98][CH2:99][CH2:100][O:101][CH2:102][CH2:103][O:104][CH2:105][CH2:106][O:107][CH2:108][CH2:109][O:110][CH2:111][CH2:112][O:113][CH2:114][CH2:115][C:116](OC1C(F)=C(F)C(F)=C(F)C=1F)=[O:117].CCN(C(C)C)C(C)C. The catalyst is CN(C=O)C. The product is [Cl:67][CH2:66][C@H:42]1[C:43]2[C:48](=[CH:47][C:46]([O:49][C@@H:50]3[O:55][C@H:54]([C:56]([OH:58])=[O:57])[C@@H:53]([OH:59])[C@H:52]([OH:60])[C@H:51]3[OH:61])=[C:45]3[S:62][CH:63]=[C:64]([CH3:65])[C:44]3=2)[N:40]([C:38](=[O:39])[CH2:37][CH2:36][CH2:35][C:34]([N:31]2[C:32]3[C:28](=[C:27]4[C:71]([CH3:74])=[CH:72][S:73][C:26]4=[C:25]([O:24][C:22](=[O:23])[N:21]([CH2:20][CH2:19][N:18]([C:16]([O:15][CH2:14][C:13]4[CH:12]=[CH:11][C:10]([NH:9][C:7](=[O:8])[C@H:6]([CH2:79][CH2:80][CH2:81][NH:82][C:83]([NH2:85])=[O:84])[NH:5][C:3](=[O:4])[C@H:2]([CH:86]([CH3:88])[CH3:87])[NH:1][C:116](=[O:117])[CH2:115][CH2:114][O:113][CH2:112][CH2:111][O:110][CH2:109][CH2:108][O:107][CH2:106][CH2:105][O:104][CH2:103][CH2:102][O:101][CH2:100][CH2:99][O:98][CH2:97][CH2:96][N:91]5[C:92](=[O:95])[CH:93]=[CH:94][C:90]5=[O:89])=[CH:78][CH:77]=4)=[O:17])[CH3:76])[CH3:75])[CH:33]=3)[C@H:29]([CH2:69][Cl:70])[CH2:30]2)=[O:68])[CH2:41]1. The yield is 0.820. (2) The reactants are [CH3:1][C:2]1[C:10]2[O:9][C:8]([C:11]3[CH:33]=[CH:32][C:14]([O:15][C:16]4[CH:21]=[CH:20][N:19]=[C:18]5[NH:22][N:23]=[C:24]([NH:25][C@@H:26]6[CH2:31][CH2:30][CH2:29][NH:28][CH2:27]6)[C:17]=45)=[CH:13][CH:12]=3)=[N:7][C:6]=2[CH:5]=[CH:4][CH:3]=1.Cl.[CH3:35][N:36]1[CH2:41][CH2:40][CH:39]([C:42](O)=[O:43])[CH2:38][CH2:37]1.C1C=CC2N(O)N=NC=2C=1.CCN=C=NCCCN(C)C.Cl. The catalyst is CN(C=O)C.CO. The product is [CH3:1][C:2]1[C:10]2[O:9][C:8]([C:11]3[CH:33]=[CH:32][C:14]([O:15][C:16]4[CH:21]=[CH:20][N:19]=[C:18]5[NH:22][N:23]=[C:24]([NH:25][C@@H:26]6[CH2:31][CH2:30][CH2:29][N:28]([C:42]([CH:39]7[CH2:40][CH2:41][N:36]([CH3:35])[CH2:37][CH2:38]7)=[O:43])[CH2:27]6)[C:17]=45)=[CH:13][CH:12]=3)=[N:7][C:6]=2[CH:5]=[CH:4][CH:3]=1. The yield is 0.570. (3) The reactants are [CH:1]1([C:5]2[NH:14][C:8]3=[N+:9]([O-])[CH:10]=[CH:11][CH:12]=[C:7]3[CH:6]=2)[CH2:4][CH2:3][CH2:2]1.CS([Cl:19])(=O)=O.[OH-].[Na+]. The catalyst is CN(C)C=O. The product is [Cl:19][C:12]1[CH:11]=[CH:10][N:9]=[C:8]2[NH:14][C:5]([CH:1]3[CH2:4][CH2:3][CH2:2]3)=[CH:6][C:7]=12. The yield is 0.530. (4) The reactants are C(O[CH:4](OCC)[CH2:5][O:6][C:7]1[CH:12]=[CH:11][CH:10]=[CH:9][C:8]=1[Br:13])C.[OH-].[Na+].CCOCC. The catalyst is ClC1C=CC=CC=1. The product is [Br:13][C:8]1[C:7]2[O:6][CH:5]=[CH:4][C:12]=2[CH:11]=[CH:10][CH:9]=1. The yield is 0.380. (5) The product is [Cl:1][C:2]1[CH:7]=[CH:6][CH:5]=[CH:4][C:3]=1[C:8]1[N:12]([CH2:18][CH:19]([OH:21])[CH3:20])[C:11]2[CH:13]=[CH:14][CH:15]=[C:16]([CH3:17])[C:10]=2[N:9]=1. The yield is 0.230. The catalyst is CC#N.C(S([O-])(=O)=O)(F)(F)F.C(S([O-])(=O)=O)(F)(F)F.[Cu+2]. The reactants are [Cl:1][C:2]1[CH:7]=[CH:6][CH:5]=[CH:4][C:3]=1[C:8]1[NH:12][C:11]2[CH:13]=[CH:14][CH:15]=[C:16]([CH3:17])[C:10]=2[N:9]=1.[CH2:18]1[O:21][CH:19]1[CH3:20]. (6) The reactants are [F:1][C:2]1[C:10]([O:11][CH3:12])=[CH:9][CH:8]=[CH:7][C:3]=1[C:4]([OH:6])=O.[F:13][C:14]1[CH:19]=[CH:18][C:17]([NH:20][C:21]([C:23]2[C:27]([NH2:28])=[CH:26][NH:25][N:24]=2)=[O:22])=[CH:16][CH:15]=1.C(Cl)CCl.C1C=CC2N(O)N=NC=2C=1. The catalyst is CS(C)=O.O. The product is [F:13][C:14]1[CH:15]=[CH:16][C:17]([NH:20][C:21]([C:23]2[C:27]([NH:28][C:4](=[O:6])[C:3]3[CH:7]=[CH:8][CH:9]=[C:10]([O:11][CH3:12])[C:2]=3[F:1])=[CH:26][NH:25][N:24]=2)=[O:22])=[CH:18][CH:19]=1. The yield is 0.630. (7) The reactants are [C:1]([O:5][C:6]([NH:8][C:9]1[C:14]([C:15](O)=[O:16])=[C:13]([O:18][CH3:19])[C:12]([CH2:20][N:21]2[CH2:26][CH2:25][O:24][CH2:23][CH2:22]2)=[C:11]([O:27][CH3:28])[CH:10]=1)=[O:7])([CH3:4])([CH3:3])[CH3:2].CC[N:31]=C=NCCCN(C)C.Cl.Cl.C1C=CC2N(O)N=NC=2C=1.C(N(CC)CC)C.[OH-].[NH4+]. The catalyst is C1COCC1. The product is [C:1]([O:5][C:6](=[O:7])[NH:8][C:9]1[CH:10]=[C:11]([O:27][CH3:28])[C:12]([CH2:20][N:21]2[CH2:22][CH2:23][O:24][CH2:25][CH2:26]2)=[C:13]([O:18][CH3:19])[C:14]=1[C:15](=[O:16])[NH2:31])([CH3:4])([CH3:3])[CH3:2]. The yield is 0.500. (8) The reactants are [Cl:1][C:2]1[CH:7]=[C:6]([Cl:8])[CH:5]=[CH:4][C:3]=1[C:9]1[C:10]([C:20]#[N:21])=[C:11]([I:19])[S:12][C:13]=1[C:14]1[NH:15][CH2:16][CH2:17][N:18]=1.C(N(CC)CC)C.[C:29]([O:33][C:34](O[C:34]([O:33][C:29]([CH3:32])([CH3:31])[CH3:30])=[O:35])=[O:35])([CH3:32])([CH3:31])[CH3:30]. The catalyst is C(Cl)Cl.O. The product is [C:20]([C:10]1[C:9]([C:3]2[CH:4]=[CH:5][C:6]([Cl:8])=[CH:7][C:2]=2[Cl:1])=[C:13]([C:14]2[N:15]([C:34]([O:33][C:29]([CH3:32])([CH3:31])[CH3:30])=[O:35])[CH2:16][CH2:17][N:18]=2)[S:12][C:11]=1[I:19])#[N:21]. The yield is 0.580.